This data is from Forward reaction prediction with 1.9M reactions from USPTO patents (1976-2016). The task is: Predict the product of the given reaction. (1) Given the reactants FC(F)(F)C([N:5]([CH2:15][CH:16]1[CH2:21][N:20]([CH2:22][CH2:23][CH2:24][C:25]2[CH:35]=[CH:34][C:28]([C:29]([O:31]CC)=[O:30])=[CH:27][CH:26]=2)[CH2:19][CH2:18][O:17]1)[C@@H:6]1[CH2:8][C@H:7]1[C:9]1[CH:14]=[CH:13][CH:12]=[CH:11][CH:10]=1)=O.[OH-].[Na+], predict the reaction product. The product is: [C:9]1([C@@H:7]2[CH2:8][C@H:6]2[NH:5][CH2:15][CH:16]2[CH2:21][N:20]([CH2:22][CH2:23][CH2:24][C:25]3[CH:35]=[CH:34][C:28]([C:29]([OH:31])=[O:30])=[CH:27][CH:26]=3)[CH2:19][CH2:18][O:17]2)[CH:10]=[CH:11][CH:12]=[CH:13][CH:14]=1. (2) Given the reactants Cl.[OH:2][C:3]1([C:15]2[N:16]=[CH:17][N:18](C(C3C=CC=CC=3)(C3C=CC=CC=3)C3C=CC=CC=3)[CH:19]=2)[CH2:12][CH2:11][CH2:10][C:9]2[CH:8]=[C:7]([C:13]#[N:14])[CH:6]=[CH:5][C:4]1=2, predict the reaction product. The product is: [OH:2][C:3]1([C:15]2[NH:16][CH:17]=[N:18][CH:19]=2)[CH2:12][CH2:11][CH2:10][C:9]2[CH:8]=[C:7]([C:13]#[N:14])[CH:6]=[CH:5][C:4]1=2. (3) Given the reactants [C:1]1([OH:7])[CH:6]=[CH:5][CH:4]=[CH:3][CH:2]=1.[CH2:8]([NH:10][C:11]1[CH:16]=[CH:15][CH:14]=[CH:13][CH:12]=1)[CH3:9].[CH3:17][NH:18][C:19]1[CH:24]=[CH:23][CH:22]=[CH:21][CH:20]=1.C=O, predict the reaction product. The product is: [CH2:8]([NH:10][C:11]1[CH:16]=[CH:15][CH:14]=[CH:13][CH:12]=1)[CH3:9].[CH3:17][NH:18][C:19]1[CH:24]=[CH:23][CH:22]=[CH:21][CH:20]=1.[CH2:1]=[O:7].[C:1]1([OH:7])[CH:6]=[CH:5][CH:4]=[CH:3][CH:2]=1. (4) Given the reactants [CH:1]1([CH2:7][CH:8]([C:12]([NH:14][C:15]2[CH:20]=[CH:19][CH:18]=[CH:17][CH:16]=2)=[O:13])[C:9]([OH:11])=O)[CH2:6][CH2:5][CH2:4][CH2:3][CH2:2]1.CCN=C=NCCCN(C)C.C1C=[C:36]2[N:38]=N[N:40](O)[C:35]2=CC=1.O.CN1CCOCC1, predict the reaction product. The product is: [C:36]([CH2:35][NH:40][C:9](=[O:11])[CH:8]([CH2:7][CH:1]1[CH2:2][CH2:3][CH2:4][CH2:5][CH2:6]1)[C:12]([NH:14][C:15]1[CH:20]=[CH:19][CH:18]=[CH:17][CH:16]=1)=[O:13])#[N:38]. (5) The product is: [O:9]1[C:10]2[C:5](=[CH:4][CH:3]=[CH:2][CH:11]=2)[C:6](=[O:17])[CH:7]=[CH:8]1. Given the reactants O[C:2]1[C:11](/C=C/C)=[C:10]2[C:5]([C:6](=[O:17])[C:7](C)=[C:8](C)[O:9]2)=[C:4](C)[C:3]=1/C=C/C.O=[O+][O-].CSC, predict the reaction product.